This data is from Reaction yield outcomes from USPTO patents with 853,638 reactions. The task is: Predict the reaction yield, written as a fraction of the theoretical maximum amount of product (1.0 means a 100% yield; for example, 0.34 means a 34% yield). (1) The reactants are [C:1]1([C:6]2[N:7]([Si:11]([CH:18]([CH3:20])[CH3:19])([CH:15]([CH3:17])[CH3:16])[CH:12]([CH3:14])[CH3:13])[CH:8]=[CH:9][CH:10]=2)[CH2:5][CH2:4][CH2:3][CH:2]=1.C1(C2C=CN([Si](C(C)C)(C(C)C)C(C)C)C=2)CCCC=1.[C:41]([O:50][CH2:51][CH3:52])(=[O:49])/[CH:42]=[CH:43]/[C:44]([O:46][CH2:47][CH3:48])=[O:45].C(C1C(=O)C(Cl)=C(Cl)C(=O)C=1C#N)#N. The catalyst is C1C=CC=CC=1. The product is [CH:12]([Si:11]([CH:15]([CH3:17])[CH3:16])([CH:18]([CH3:20])[CH3:19])[N:7]1[C:6]2[C:10](=[C:42]([C:41]([O:50][CH2:51][CH3:52])=[O:49])[C:43]([C:44]([O:46][CH2:47][CH3:48])=[O:45])=[C:2]3[CH2:3][CH2:4][CH2:5][C:1]3=2)[CH:9]=[CH:8]1)([CH3:13])[CH3:14]. The yield is 0.210. (2) The reactants are C1C=C(Cl)C=C(C(OO)=[O:9])C=1.[F:12][C:13]1[CH:14]=[C:15]([CH:26]=[C:27]([F:29])[CH:28]=1)[CH2:16][O:17][C:18]1[CH:19]=[N:20][CH:21]=[C:22]([CH:25]=1)[C:23]#[N:24]. The catalyst is C(#N)C. The product is [C:23]([C:22]1[CH:21]=[N+:20]([O-:9])[CH:19]=[C:18]([O:17][CH2:16][C:15]2[CH:26]=[C:27]([F:29])[CH:28]=[C:13]([F:12])[CH:14]=2)[CH:25]=1)#[N:24]. The yield is 0.750. (3) The reactants are [F:1][CH:2]([F:21])[O:3][C:4]1[N:8]([C:9]2[CH:14]=[CH:13][C:12]([CH2:15][OH:16])=[CH:11][CH:10]=2)[N:7]=[C:6]([C:17]([F:20])([F:19])[F:18])[CH:5]=1. The catalyst is C(Cl)Cl.O=[Mn]=O. The product is [F:21][CH:2]([F:1])[O:3][C:4]1[N:8]([C:9]2[CH:10]=[CH:11][C:12]([CH:15]=[O:16])=[CH:13][CH:14]=2)[N:7]=[C:6]([C:17]([F:20])([F:19])[F:18])[CH:5]=1. The yield is 0.930. (4) The reactants are C(OC([NH:8][C:9]1[S:10][C:11]([CH2:19][N:20]2[CH2:25][CH2:24][O:23][CH2:22][CH2:21]2)=[C:12]([C:14]2[O:15][CH:16]=[CH:17][CH:18]=2)[N:13]=1)=O)(C)(C)C. The catalyst is FC(F)(F)C(O)=O. The product is [NH2:8][C:9]1[S:10][C:11]([CH2:19][N:20]2[CH2:21][CH2:22][O:23][CH2:24][CH2:25]2)=[C:12]([C:14]2[O:15][CH:16]=[CH:17][CH:18]=2)[N:13]=1. The yield is 1.00. (5) The product is [NH2:9][C:6]1[CH:7]=[CH:8][C:3]([C:1]#[N:2])=[C:4]([S:13]([C:16]([F:19])([F:17])[F:18])(=[O:15])=[O:14])[CH:5]=1. The reactants are [C:1]([C:3]1[CH:8]=[CH:7][C:6]([NH:9]C(=O)C)=[CH:5][C:4]=1[S:13]([C:16]([F:19])([F:18])[F:17])(=[O:15])=[O:14])#[N:2].Cl. The yield is 0.860. The catalyst is C(O)C. (6) The catalyst is C1COCC1. The product is [Cl:1][C:2]1[CH:3]=[C:4]([N:10]([C:15]2[C:34]([CH:35]3[CH2:37][CH2:36]3)=[CH:33][C:18]3[C:19]([C:29]([NH:31][CH3:32])=[O:30])=[C:20]([C:22]4[CH:27]=[CH:26][C:25]([F:28])=[CH:24][CH:23]=4)[O:21][C:17]=3[CH:16]=2)[S:11]([CH3:14])(=[O:13])=[O:12])[CH:5]=[CH:6][C:7]=1[CH:8]([OH:9])[CH:38]=[CH2:39]. The reactants are [Cl:1][C:2]1[CH:3]=[C:4]([N:10]([C:15]2[C:34]([CH:35]3[CH2:37][CH2:36]3)=[CH:33][C:18]3[C:19]([C:29]([NH:31][CH3:32])=[O:30])=[C:20]([C:22]4[CH:27]=[CH:26][C:25]([F:28])=[CH:24][CH:23]=4)[O:21][C:17]=3[CH:16]=2)[S:11]([CH3:14])(=[O:13])=[O:12])[CH:5]=[CH:6][C:7]=1[CH:8]=[O:9].[CH:38]([Mg]Br)=[CH2:39].[Cl-].[NH4+]. The yield is 0.720. (7) The reactants are C(/C(=C/CC)/C#CC(=O)C)(C)(C)C.CS(OS(C)(=O)=O)(=O)=O.O[C:24]([CH2:35][CH2:36][CH3:37])([C:30]([CH3:34])([CH3:33])[CH2:31][CH3:32])[C:25]#[C:26][C:27](=[O:29])[CH3:28].C(N(CC)CC)C.Cl. The catalyst is ClCCl. The product is [C:30](/[C:24](=[CH:35]/[CH2:36][CH3:37])/[C:25]#[C:26][C:27](=[O:29])[CH3:28])([CH2:31][CH3:32])([CH3:33])[CH3:34]. The yield is 0.690.